Predict the reaction yield, written as a fraction of the theoretical maximum amount of product (1.0 means a 100% yield; for example, 0.34 means a 34% yield). From a dataset of Reaction yield outcomes from USPTO patents with 853,638 reactions. (1) The yield is 0.160. The reactants are [CH2:1]([NH:3][N:4]=[CH:5][C:6](=[O:8])[CH3:7])[CH3:2].[C:9]([C:13]1[CH:18]=[CH:17][C:16]([C:19](=O)[CH:20]=[O:21])=[CH:15][CH:14]=1)([CH3:12])([CH3:11])[CH3:10]. The catalyst is C(O)(=O)C. The product is [C:9]([C:13]1[CH:18]=[CH:17][C:16]([C:19]2[N:3]([CH2:1][CH3:2])[N:4]=[C:5]([C:6](=[O:8])[CH3:7])[C:20]=2[OH:21])=[CH:15][CH:14]=1)([CH3:12])([CH3:11])[CH3:10]. (2) The reactants are [H-].[Na+].[I:3][C:4]1[C:9]([OH:10])=[CH:8][CH:7]=[C:6]([CH3:11])[N:5]=1.[Cl:12][C:13]1[CH:18]=[C:17](Cl)[CH:16]=[CH:15][N:14]=1. The catalyst is CN(C=O)C. The product is [Cl:12][C:13]1[CH:18]=[C:17]([O:10][C:9]2[C:4]([I:3])=[N:5][C:6]([CH3:11])=[CH:7][CH:8]=2)[CH:16]=[CH:15][N:14]=1. The yield is 1.00. (3) The reactants are Cl.[CH2:2]([S:4]([N:7]1[CH2:12][CH2:11][N:10]([CH2:13][C:14]2[S:18][C:17]([NH:19][C:20](=[O:35])[N:21]([CH:28]3[CH2:33][CH2:32][CH:31]([CH3:34])[CH2:30][CH2:29]3)[CH:22]3[CH2:27][CH2:26][NH:25][CH2:24][CH2:23]3)=[N:16][CH:15]=2)[CH2:9][CH2:8]1)(=[O:6])=[O:5])[CH3:3].[CH:36]1([C:41](Cl)=[O:42])[CH2:40][CH2:39][CH2:38][CH2:37]1. No catalyst specified. The product is [CH:36]1([C:41]([N:25]2[CH2:26][CH2:27][CH:22]([N:21]([CH:28]3[CH2:29][CH2:30][CH:31]([CH3:34])[CH2:32][CH2:33]3)[C:20]([NH:19][C:17]3[S:18][C:14]([CH2:13][N:10]4[CH2:11][CH2:12][N:7]([S:4]([CH2:2][CH3:3])(=[O:5])=[O:6])[CH2:8][CH2:9]4)=[CH:15][N:16]=3)=[O:35])[CH2:23][CH2:24]2)=[O:42])[CH2:40][CH2:39][CH2:38][CH2:37]1. The yield is 0.400.